The task is: Predict the reactants needed to synthesize the given product.. This data is from Full USPTO retrosynthesis dataset with 1.9M reactions from patents (1976-2016). (1) Given the product [Cl:17][C:4]1[CH:3]=[C:2]([C:22]2[CH:23]=[N:24][C:19]([F:18])=[CH:20][CH:21]=2)[C:10]2[N:9]3[CH2:11][CH2:12][NH:13][C:14](=[O:15])[C:8]3=[C:7]([CH3:16])[C:6]=2[CH:5]=1, predict the reactants needed to synthesize it. The reactants are: Br[C:2]1[C:10]2[N:9]3[CH2:11][CH2:12][NH:13][C:14](=[O:15])[C:8]3=[C:7]([CH3:16])[C:6]=2[CH:5]=[C:4]([Cl:17])[CH:3]=1.[F:18][C:19]1[N:24]=[CH:23][C:22](B(O)O)=[CH:21][CH:20]=1. (2) Given the product [C:1]([O:5][C:6](=[O:17])[NH:7][CH2:8][C:9]1[C:14]([C:22]2[CH:21]=[CH:20][C:19]([Cl:18])=[CH:24][C:23]=2[Cl:25])=[CH:13][N:12]=[C:11]([NH2:16])[CH:10]=1)([CH3:4])([CH3:3])[CH3:2], predict the reactants needed to synthesize it. The reactants are: [C:1]([O:5][C:6](=[O:17])[NH:7][CH2:8][C:9]1[C:14](Br)=[CH:13][N:12]=[C:11]([NH2:16])[CH:10]=1)([CH3:4])([CH3:3])[CH3:2].[Cl:18][C:19]1[CH:24]=[C:23]([Cl:25])[CH:22]=[CH:21][C:20]=1B(O)O.C([O-])([O-])=O.[Na+].[Na+]. (3) Given the product [F:11][CH:10]([F:12])[C:8]1[N:16]=[CH:14][N:15]=[C:3]([OH:4])[C:2]=1[CH3:1], predict the reactants needed to synthesize it. The reactants are: [CH3:1][CH:2]([C:8]([CH:10]([F:12])[F:11])=O)[C:3](OCC)=[O:4].Cl.[CH:14]([NH2:16])=[NH:15].C(O)C.C[O-].[Na+]. (4) The reactants are: [N:1]([CH2:4][CH2:5][CH:6]1[CH2:10][CH2:9][CH2:8][N:7]1[CH3:11])=[C:2]=[S:3].[OH-].[NH4+:13]. Given the product [CH3:11][N:7]1[CH2:8][CH2:9][CH2:10][CH:6]1[CH2:5][CH2:4][NH:1][C:2]([NH2:13])=[S:3], predict the reactants needed to synthesize it. (5) Given the product [CH2:11]([C:15]1[CH:16]=[CH:17][C:18]([C:19]([NH:1][C:2]2[S:3][C:4]3[CH:10]=[CH:9][CH:8]=[CH:7][C:5]=3[N:6]=2)=[O:20])=[CH:22][CH:23]=1)[CH2:12][CH2:13][CH3:14], predict the reactants needed to synthesize it. The reactants are: [NH2:1][C:2]1[S:3][C:4]2[CH:10]=[CH:9][CH:8]=[CH:7][C:5]=2[N:6]=1.[CH2:11]([C:15]1[CH:23]=[CH:22][C:18]([C:19](Cl)=[O:20])=[CH:17][CH:16]=1)[CH2:12][CH2:13][CH3:14].[OH-].[Na+]. (6) Given the product [CH3:1][O:2][CH2:3][CH2:4][CH2:5][CH2:6][N:7]1[C:15]2[C:14](=[O:16])[CH2:13][CH2:12][CH2:11][C:10]=2[CH:9]=[C:8]1[C:17]([OH:19])=[O:18], predict the reactants needed to synthesize it. The reactants are: [CH3:1][O:2][CH2:3][CH2:4][CH2:5][CH2:6][N:7]1[C:15]2[C:14](=[O:16])[CH2:13][CH2:12][CH2:11][C:10]=2[CH:9]=[C:8]1[C:17]([O:19]CC)=[O:18].O.[OH-].[Li+]. (7) Given the product [OH:28][C:5]([C:9](=[O:27])[NH:10][C@@H:11]1[C:17](=[O:18])[NH:16][C:15]2[CH:19]=[CH:20][CH:21]=[CH:22][C:14]=2[C:13]2[CH:23]=[CH:24][CH:25]=[CH:26][C:12]1=2)([CH2:6][CH2:7][CH3:8])[C:4]([OH:29])=[O:3], predict the reactants needed to synthesize it. The reactants are: C([O:3][C:4](=[O:29])[C:5]([OH:28])([C:9](=[O:27])[NH:10][C@@H:11]1[C:17](=[O:18])[NH:16][C:15]2[CH:19]=[CH:20][CH:21]=[CH:22][C:14]=2[C:13]2[CH:23]=[CH:24][CH:25]=[CH:26][C:12]1=2)[CH2:6][CH2:7][CH3:8])C.[OH-].[Li+].